This data is from Full USPTO retrosynthesis dataset with 1.9M reactions from patents (1976-2016). The task is: Predict the reactants needed to synthesize the given product. (1) The reactants are: [C:1]([C:5]1[CH:15]=[C:14]([CH3:16])[C:8]([CH:9](O)[C:10]([OH:12])=[O:11])=[C:7]([CH3:17])[CH:6]=1)([CH3:4])([CH3:3])[CH3:2].Cl. Given the product [C:1]([C:5]1[CH:6]=[C:7]([CH3:17])[C:8]([CH2:9][C:10]([OH:12])=[O:11])=[C:14]([CH3:16])[CH:15]=1)([CH3:4])([CH3:3])[CH3:2], predict the reactants needed to synthesize it. (2) Given the product [ClH:10].[CH:1]1([CH2:7][CH2:8][NH2:9])[CH2:6][CH2:5][CH2:4][CH2:3][CH2:2]1, predict the reactants needed to synthesize it. The reactants are: [C:1]1([CH2:7][CH2:8][NH2:9])[CH2:6][CH2:5][CH2:4][CH2:3][CH:2]=1.[ClH:10]. (3) Given the product [Cl:1][C:2]1[CH:7]=[C:6]([C:8]#[C:9][C:10]2[N:11]=[C:12]([CH3:15])[N:13]([C:17]3[CH:22]=[CH:21][CH:20]=[C:19]([CH3:23])[N:18]=3)[CH:14]=2)[CH:5]=[CH:4][N:3]=1, predict the reactants needed to synthesize it. The reactants are: [Cl:1][C:2]1[CH:7]=[C:6]([C:8]#[C:9][C:10]2[N:11]=[C:12]([CH3:15])[NH:13][CH:14]=2)[CH:5]=[CH:4][N:3]=1.F[C:17]1[CH:22]=[CH:21][CH:20]=[C:19]([CH3:23])[N:18]=1. (4) Given the product [C:1]([O:5][C:6](=[O:37])[NH:7][C:8]1[N:9]=[CH:10][C:11]([C:14]2[N:15]=[C:16]([N:31]3[CH2:32][CH2:33][O:34][CH2:35][CH2:36]3)[C:17]3[N:23]=[CH:22][C:21]([C:24]4[CH:29]=[CH:28][CH:27]=[C:26]([NH:30][C:41]([CH:38]5[CH2:40][CH2:39]5)=[O:42])[CH:25]=4)=[CH:20][C:18]=3[N:19]=2)=[CH:12][N:13]=1)([CH3:4])([CH3:2])[CH3:3], predict the reactants needed to synthesize it. The reactants are: [C:1]([O:5][C:6](=[O:37])[NH:7][C:8]1[N:13]=[CH:12][C:11]([C:14]2[N:15]=[C:16]([N:31]3[CH2:36][CH2:35][O:34][CH2:33][CH2:32]3)[C:17]3[N:23]=[CH:22][C:21]([C:24]4[CH:29]=[CH:28][CH:27]=[C:26]([NH2:30])[CH:25]=4)=[CH:20][C:18]=3[N:19]=2)=[CH:10][N:9]=1)([CH3:4])([CH3:3])[CH3:2].[CH:38]1([C:41](O)=[O:42])[CH2:40][CH2:39]1.CN(C=O)C.CN(C(ON1N=NC2C=CC=NC1=2)=[N+](C)C)C.F[P-](F)(F)(F)(F)F. (5) Given the product [CH3:1][O:2][C:3]1[CH:8]=[CH:7][C:6]([O:9][CH3:10])=[CH:5][C:4]=1[CH2:11][CH2:12][NH:13][C:14]([NH:16][CH:17]([C:28]([NH:30][C@H:31]([C:47]([N:49]1[CH2:50][CH2:51][N:52]([C:55]2[CH:60]=[CH:59][N:58]=[CH:57][CH:56]=2)[CH2:53][CH2:54]1)=[O:48])[CH2:32][CH2:33][CH2:34][CH2:35][NH2:36])=[O:29])[CH2:18][C:19]1[CH:24]=[C:23]([Br:25])[C:22]([OH:26])=[C:21]([Br:27])[CH:20]=1)=[O:15], predict the reactants needed to synthesize it. The reactants are: [CH3:1][O:2][C:3]1[CH:8]=[CH:7][C:6]([O:9][CH3:10])=[CH:5][C:4]=1[CH2:11][CH2:12][NH:13][C:14]([NH:16][C@@H:17]([C:28]([NH:30][C@H:31]([C:47]([N:49]1[CH2:54][CH2:53][N:52]([C:55]2[CH:60]=[CH:59][N:58]=[CH:57][CH:56]=2)[CH2:51][CH2:50]1)=[O:48])[CH2:32][CH2:33][CH2:34][CH2:35][NH:36]C(OCC1C=CC=CC=1)=O)=[O:29])[CH2:18][C:19]1[CH:24]=[C:23]([Br:25])[C:22]([OH:26])=[C:21]([Br:27])[CH:20]=1)=[O:15].Br.C(OCC)C. (6) Given the product [F:18][C:15]([F:16])([F:17])[C@H:13]1[CH2:12][NH:11][CH2:10][C@@H:9]([NH:8][C:6](=[O:7])[O:5][C:1]([CH3:2])([CH3:3])[CH3:4])[CH2:14]1, predict the reactants needed to synthesize it. The reactants are: [C:1]([O:5][C:6]([NH:8][C@H:9]1[CH2:14][C@@H:13]([C:15]([F:18])([F:17])[F:16])[CH2:12][N:11](C(OCC2C=CC=CC=2)=O)[CH2:10]1)=[O:7])([CH3:4])([CH3:3])[CH3:2].[H][H]. (7) Given the product [CH2:1]([O:3][C:4](=[O:17])[CH:5]([NH:6][C:7](=[O:16])[C:8]1[CH:9]=[CH:10][C:11]([O:14][CH3:15])=[CH:12][CH:13]=1)[CH2:30][CH:29]=[CH2:28])[CH3:2], predict the reactants needed to synthesize it. The reactants are: [CH2:1]([O:3][C:4](=[O:17])[CH2:5][NH:6][C:7](=[O:16])[C:8]1[CH:13]=[CH:12][C:11]([O:14][CH3:15])=[CH:10][CH:9]=1)[CH3:2].C[Si](C)(C)[N-][Si](C)(C)C.[Li+].[CH2:28](Br)[CH:29]=[CH2:30].